This data is from Full USPTO retrosynthesis dataset with 1.9M reactions from patents (1976-2016). The task is: Predict the reactants needed to synthesize the given product. (1) The reactants are: [C:1]([C:6]1[CH:11]=[CH:10][CH:9]=[CH:8][CH:7]=1)(=[O:5])[CH:2]([CH3:4])[CH3:3].S(Cl)([Cl:15])(=O)=O. Given the product [Cl:15][C:2]([CH3:4])([CH3:3])[C:1]([C:6]1[CH:11]=[CH:10][CH:9]=[CH:8][CH:7]=1)=[O:5], predict the reactants needed to synthesize it. (2) Given the product [CH3:38][C:10]1([CH2:9][OH:8])[S:16][CH2:15][CH2:14][N:13]2[C:17]([C:20]3([C:23]4[CH:28]=[CH:27][C:26]([C:41]5[CH:46]=[CH:45][N:44]=[CH:43][N:42]=5)=[CH:25][CH:24]=4)[CH2:21][CH2:22]3)=[N:18][N:19]=[C:12]2[CH2:11]1, predict the reactants needed to synthesize it. The reactants are: [Si]([O:8][CH2:9][C:10]1([CH3:38])[S:16][CH2:15][CH2:14][N:13]2[C:17]([C:20]3([C:23]4[CH:28]=[CH:27][C:26](B5OC(C)(C)C(C)(C)O5)=[CH:25][CH:24]=4)[CH2:22][CH2:21]3)=[N:18][N:19]=[C:12]2[CH2:11]1)(C(C)(C)C)(C)C.Cl.Br[C:41]1[CH:46]=[CH:45][N:44]=[CH:43][N:42]=1.C(=O)([O-])[O-].[K+].[K+].C(=O)([O-])O.[Na+]. (3) Given the product [CH3:11][C:10]1[C:4]2[C:5](=[N:6][CH:7]=[C:2]([B:20]3[O:24][C:23]([CH3:26])([CH3:25])[C:22]([CH3:28])([CH3:27])[O:21]3)[CH:3]=2)[N:8]([CH2:12][O:13][CH2:14][CH2:15][Si:16]([CH3:19])([CH3:18])[CH3:17])[CH:9]=1, predict the reactants needed to synthesize it. The reactants are: Br[C:2]1[CH:3]=[C:4]2[C:10]([CH3:11])=[CH:9][N:8]([CH2:12][O:13][CH2:14][CH2:15][Si:16]([CH3:19])([CH3:18])[CH3:17])[C:5]2=[N:6][CH:7]=1.[B:20]1([B:20]2[O:24][C:23]([CH3:26])([CH3:25])[C:22]([CH3:28])([CH3:27])[O:21]2)[O:24][C:23]([CH3:26])([CH3:25])[C:22]([CH3:28])([CH3:27])[O:21]1.CC([O-])=O.[K+]. (4) Given the product [OH:34][C:26]1[C:25]([NH:24][C:2](=[O:9])[C:3]2[CH:8]=[CH:7][N:6]=[CH:5][CH:4]=2)=[CH:33][CH:32]=[CH:31][C:27]=1[C:28]([OH:30])=[O:29], predict the reactants needed to synthesize it. The reactants are: Cl.[C:2](Cl)(=[O:9])[C:3]1[CH:8]=[CH:7][N:6]=[CH:5][CH:4]=1.C(N(CC)CC)C.O1CCCC1.Cl.[NH2:24][C:25]1[C:26]([OH:34])=[C:27]([CH:31]=[CH:32][CH:33]=1)[C:28]([OH:30])=[O:29].